From a dataset of Forward reaction prediction with 1.9M reactions from USPTO patents (1976-2016). Predict the product of the given reaction. (1) Given the reactants O=C[C@@H]([C@H]([C@@H]([C@@H](CO)O)O)O)O.[C:13]([C:16]1[CH:21]=[CH:20][CH:19]=[CH:18][CH:17]=1)(=[O:15])[CH3:14].[OH-].[Na+], predict the reaction product. The product is: [C:16]1([C@@H:13]([OH:15])[CH3:14])[CH:21]=[CH:20][CH:19]=[CH:18][CH:17]=1. (2) The product is: [OH:15][CH2:14][C:13]([NH:12][S:8]([C:4]1[CH:5]=[N:6][CH:7]=[C:2]([Br:1])[CH:3]=1)(=[O:10])=[O:9])([CH2:16][OH:17])[CH3:18]. Given the reactants [Br:1][C:2]1[CH:3]=[C:4]([S:8](Cl)(=[O:10])=[O:9])[CH:5]=[N:6][CH:7]=1.[NH2:12][C:13]([CH3:18])([CH2:16][OH:17])[CH2:14][OH:15], predict the reaction product.